Predict the product of the given reaction. From a dataset of Forward reaction prediction with 1.9M reactions from USPTO patents (1976-2016). (1) The product is: [Cl:1][C:2]1[CH:28]=[C:27]([Cl:29])[CH:26]=[CH:25][C:3]=1[CH2:4][N:5]1[C:9]2[CH:10]=[C:11]([C:31]3[CH:39]=[CH:38][C:34]([C:35]([OH:37])=[O:36])=[CH:33][N:32]=3)[CH:12]=[C:13]([CH3:14])[C:8]=2[N:7]=[C:6]1[CH3:24]. Given the reactants [Cl:1][C:2]1[CH:28]=[C:27]([Cl:29])[CH:26]=[CH:25][C:3]=1[CH2:4][N:5]1[C:9]2[CH:10]=[C:11](B3OC(C)(C)C(C)(C)O3)[CH:12]=[C:13]([CH3:14])[C:8]=2[N:7]=[C:6]1[CH3:24].Cl[C:31]1[CH:39]=[CH:38][C:34]([C:35]([OH:37])=[O:36])=[CH:33][N:32]=1, predict the reaction product. (2) Given the reactants [Cl:1][C:2]1[CH:27]=[CH:26][C:5]([CH2:6][NH:7][C:8]([C:10]2[C:11](=[O:25])[C:12]3[CH:20]=[C:19]([C:21]#[C:22][CH2:23][OH:24])[S:18][C:13]=3[N:14]([CH2:16][CH3:17])[CH:15]=2)=[O:9])=[CH:4][CH:3]=1.[C:28]1(=[O:34])[O:33][C:31](=[O:32])[CH2:30][CH2:29]1, predict the reaction product. The product is: [Cl:1][C:2]1[CH:3]=[CH:4][C:5]([CH2:6][NH:7][C:8]([C:10]2[C:11](=[O:25])[C:12]3[CH:20]=[C:19]([C:21]#[C:22][CH2:23][O:24][C:28](=[O:34])[CH2:29][CH2:30][C:31]([OH:33])=[O:32])[S:18][C:13]=3[N:14]([CH2:16][CH3:17])[CH:15]=2)=[O:9])=[CH:26][CH:27]=1. (3) Given the reactants [CH2:1]([C:3]1[C:8]([O:9][C:10]2[C:11]([C:23]#[N:24])=[N:12][CH:13]=[C:14]([S:16][C:17]3[CH:22]=[CH:21][CH:20]=[CH:19][N:18]=3)[CH:15]=2)=[CH:7][CH:6]=[CH:5][N:4]=1)[CH3:2].[OH-:25].[Na+], predict the reaction product. The product is: [CH2:1]([C:3]1[C:8]([O:9][C:10]2[C:11]([C:23]([NH2:24])=[O:25])=[N:12][CH:13]=[C:14]([S:16][C:17]3[CH:22]=[CH:21][CH:20]=[CH:19][N:18]=3)[CH:15]=2)=[CH:7][CH:6]=[CH:5][N:4]=1)[CH3:2].